This data is from TCR-epitope binding with 47,182 pairs between 192 epitopes and 23,139 TCRs. The task is: Binary Classification. Given a T-cell receptor sequence (or CDR3 region) and an epitope sequence, predict whether binding occurs between them. (1) The epitope is IVTDFSVIK. The TCR CDR3 sequence is CASRQPEQFF. Result: 0 (the TCR does not bind to the epitope). (2) The epitope is LPRRSGAAGA. The TCR CDR3 sequence is CASSLSGSGWQETQYF. Result: 0 (the TCR does not bind to the epitope). (3) The epitope is NLWNTFTRL. The TCR CDR3 sequence is CASGSPGQESYEQYF. Result: 0 (the TCR does not bind to the epitope). (4) The epitope is SFHSLHLLF. The TCR CDR3 sequence is CASSPDRAHTQYF. Result: 1 (the TCR binds to the epitope). (5) The epitope is GILGFVFTL. The TCR CDR3 sequence is CASSLAGGPYEQYF. Result: 0 (the TCR does not bind to the epitope). (6) The epitope is KLGGALQAK. The TCR CDR3 sequence is CARGQGTEAFF. Result: 1 (the TCR binds to the epitope). (7) The epitope is FLRGRAYGL. The TCR CDR3 sequence is CASSLGQAYEQYF. Result: 1 (the TCR binds to the epitope). (8) The epitope is RLRPGGKKR. The TCR CDR3 sequence is CASSQDPAGVGTDTQYF. Result: 1 (the TCR binds to the epitope).